Dataset: Full USPTO retrosynthesis dataset with 1.9M reactions from patents (1976-2016). Task: Predict the reactants needed to synthesize the given product. The reactants are: [F:1][C:2]1[CH:23]=[CH:22][CH:21]=[C:20]([F:24])[C:3]=1[CH2:4][O:5][C:6]1[C:7]2[N:8]([C:13]([C:17](O)=[O:18])=[C:14]([CH3:16])[N:15]=2)[CH:9]=[C:10]([CH3:12])[CH:11]=1.CN(C(ON1N=NC2C=CC=NC1=2)=[N+](C)C)C.F[P-](F)(F)(F)(F)F.C(N(CC)C(C)C)(C)C.[CH2:58]([N:65]1[CH2:70][CH2:69][O:68][CH:67]([CH2:71][NH2:72])[CH2:66]1)[C:59]1[CH:64]=[CH:63][CH:62]=[CH:61][CH:60]=1.O.C(O)(C(F)(F)F)=O. Given the product [CH2:58]([N:65]1[CH2:70][CH2:69][O:68][CH:67]([CH2:71][NH:72][C:17]([C:13]2[N:8]3[CH:9]=[C:10]([CH3:12])[CH:11]=[C:6]([O:5][CH2:4][C:3]4[C:20]([F:24])=[CH:21][CH:22]=[CH:23][C:2]=4[F:1])[C:7]3=[N:15][C:14]=2[CH3:16])=[O:18])[CH2:66]1)[C:59]1[CH:60]=[CH:61][CH:62]=[CH:63][CH:64]=1, predict the reactants needed to synthesize it.